Dataset: Full USPTO retrosynthesis dataset with 1.9M reactions from patents (1976-2016). Task: Predict the reactants needed to synthesize the given product. (1) Given the product [C:3]([CH:4]([C:12](=[O:16])[CH:13]([CH3:15])[CH3:14])[C:5]([O:7][CH2:8][CH3:9])=[O:6])(=[O:10])[CH:2]([CH3:1])[CH3:11], predict the reactants needed to synthesize it. The reactants are: [CH3:1][CH:2]([CH3:11])[C:3](=[O:10])[CH2:4][C:5]([O:7][CH2:8][CH3:9])=[O:6].[C:12](Cl)(=[O:16])[CH:13]([CH3:15])[CH3:14].O. (2) Given the product [CH3:11][O:12][C:13]([C:15]1[S:16][C:17]([C:31]2[CH2:36][CH2:35][CH2:34][CH2:33][CH:32]=2)=[CH:18][C:19]=1[N:20]([C:8]([C@H:5]1[CH2:6][CH2:7][C@H:2]([CH3:1])[CH2:3][CH2:4]1)=[O:9])[CH:21]1[CH2:29][CH:28]2[N:24]([C:25](=[O:30])[CH2:26][CH2:27]2)[CH2:23][CH2:22]1)=[O:14], predict the reactants needed to synthesize it. The reactants are: [CH3:1][C@H:2]1[CH2:7][CH2:6][C@H:5]([C:8](Cl)=[O:9])[CH2:4][CH2:3]1.[CH3:11][O:12][C:13]([C:15]1[S:16][C:17]([C:31]2[CH2:36][CH2:35][CH2:34][CH2:33][CH:32]=2)=[CH:18][C:19]=1[NH:20][CH:21]1[CH2:29][CH:28]2[N:24]([C:25](=[O:30])[CH2:26][CH2:27]2)[CH2:23][CH2:22]1)=[O:14].N1C=CC=CC=1.CO. (3) Given the product [OH:14][C:3]12[CH2:9][CH:7]3[CH2:6][CH:5]([CH2:10][C:1]([C:11]([OH:13])=[O:12])([CH2:8]3)[CH2:2]1)[CH2:4]2, predict the reactants needed to synthesize it. The reactants are: [C:1]12([C:11]([OH:13])=[O:12])[CH2:10][CH:5]3[CH2:6][CH:7]([CH2:9][CH:3]([CH2:4]3)[CH2:2]1)[CH2:8]2.[OH:14]N1C(=O)C2=CC=CC=C2C1=O. (4) Given the product [Cl:1][C:2]1[C:3]([OH:13])=[C:4]([C:8]([CH3:12])=[C:9]([Cl:11])[CH:10]=1)[C:5]([NH:28][C:27]1[CH:29]=[CH:30][C:31]([S:33]([C:36]([F:39])([F:37])[F:38])(=[O:35])=[O:34])=[CH:32][C:26]=1[Cl:25])=[O:7], predict the reactants needed to synthesize it. The reactants are: [Cl:1][C:2]1[C:3]([OH:13])=[C:4]([C:8]([CH3:12])=[C:9]([Cl:11])[CH:10]=1)[C:5]([OH:7])=O.OC1C=CC=C(C)C=1C(O)=O.[Cl:25][C:26]1[CH:32]=[C:31]([S:33]([C:36]([F:39])([F:38])[F:37])(=[O:35])=[O:34])[CH:30]=[CH:29][C:27]=1[NH2:28]. (5) Given the product [CH2:1]([O:8][C:9]1[CH:10]=[C:11]([CH:35]=[CH:36][CH:37]=1)[CH2:12][O:13][C:14]1[C:19]2[CH:20]=[C:21]([C:23]3[N:48]=[C:46]4[N:45]([CH:24]=3)[N:44]=[C:43]([Br:42])[S:47]4)[O:22][C:18]=2[CH:17]=[C:16]([O:27][Si:28]([C:31]([CH3:34])([CH3:33])[CH3:32])([CH3:29])[CH3:30])[CH:15]=1)[C:2]1[CH:3]=[CH:4][CH:5]=[CH:6][CH:7]=1, predict the reactants needed to synthesize it. The reactants are: [CH2:1]([O:8][C:9]1[CH:10]=[C:11]([CH:35]=[CH:36][CH:37]=1)[CH2:12][O:13][C:14]1[C:19]2[CH:20]=[C:21]([C:23](=O)[CH2:24]Br)[O:22][C:18]=2[CH:17]=[C:16]([O:27][Si:28]([C:31]([CH3:34])([CH3:33])[CH3:32])([CH3:30])[CH3:29])[CH:15]=1)[C:2]1[CH:7]=[CH:6][CH:5]=[CH:4][CH:3]=1.CC(O)C.[Br:42][C:43]1[S:47][C:46]([NH2:48])=[N:45][N:44]=1.C([O-])(O)=O.[Na+].